From a dataset of Forward reaction prediction with 1.9M reactions from USPTO patents (1976-2016). Predict the product of the given reaction. (1) The product is: [CH2:2]1[O:3][C:4]2([CH2:8][CH2:13][CH:12]([C:11]([OH:14])([CH3:10])[CH3:16])[CH2:20][CH2:19]2)[O:15][CH2:1]1. Given the reactants [CH2:1]1[O:15][C:4]([CH:8]2[CH2:13][CH2:12][C:11](=[O:14])[CH2:10]C2)(OCC)[O:3][CH2:2]1.[CH3:16][Mg]Br.[CH3:19][CH2:20]OCC, predict the reaction product. (2) Given the reactants [C:1]([O:5][C:6](=[O:18])[CH2:7][C:8]1[CH:13]=[CH:12][C:11]([C:14](=O)[CH2:15][CH3:16])=[CH:10][CH:9]=1)([CH3:4])([CH3:3])[CH3:2].C([O-])(=O)C.[Na+].[ClH:24].[NH2:25]O.O, predict the reaction product. The product is: [ClH:24].[C:1]([O:5][C:6](=[O:18])[CH2:7][C:8]1[CH:13]=[CH:12][C:11]([CH:14]([NH2:25])[CH2:15][CH3:16])=[CH:10][CH:9]=1)([CH3:4])([CH3:3])[CH3:2]. (3) Given the reactants [N+:1]([C:4]1[CH:9]=[CH:8][CH:7]=[CH:6][CH:5]=1)([O-:3])=[O:2].O, predict the reaction product. The product is: [NH2:1][C:4]1[CH:9]=[CH:8][CH:7]=[CH:6][CH:5]=1.[N+:1]([C:4]1[CH:9]=[CH:8][CH:7]=[CH:6][CH:5]=1)([O-:3])=[O:2]. (4) Given the reactants [Cl:1][C:2]1[CH:7]=[C:6]([Cl:8])[CH:5]=[CH:4][C:3]=1[C:9]1[N:10]=[C:11]([CH2:28][CH3:29])[C:12]([NH:17][C@@H:18]2[C:26]3[C:21](=[CH:22][CH:23]=[CH:24][CH:25]=3)[CH2:20][C@@H:19]2O)=[N:13][C:14]=1[CH2:15][CH3:16].BrC1N=C(CC)C(NC2C3C(=CC=CC=3)[S:43]CC2)=NC=1CC, predict the reaction product. The product is: [Cl:1][C:2]1[CH:7]=[C:6]([Cl:8])[CH:5]=[CH:4][C:3]=1[C:9]1[N:10]=[C:11]([CH2:28][CH3:29])[C:12]([NH:17][CH:18]2[C:26]3[C:21](=[CH:22][CH:23]=[CH:24][CH:25]=3)[S:43][CH2:20][CH2:19]2)=[N:13][C:14]=1[CH2:15][CH3:16]. (5) Given the reactants [CH2:1]([O:3][C:4](=[O:17])[C:5](=O)[CH2:6][C:7]1[C:12]([N+:13]([O-])=O)=[CH:11][CH:10]=[CH:9][N:8]=1)[CH3:2], predict the reaction product. The product is: [CH2:1]([O:3][C:4]([C:5]1[NH:13][C:12]2[C:7](=[N:8][CH:9]=[CH:10][CH:11]=2)[CH:6]=1)=[O:17])[CH3:2]. (6) Given the reactants [CH:1]1([CH2:4][N:5]2[C:9]3[CH:10]=[CH:11][C:12]([C:14]#N)=[CH:13][C:8]=3[N:7]=[C:6]2[CH2:16][C:17]2[CH:22]=[CH:21][C:20]([O:23][CH2:24][CH3:25])=[CH:19][CH:18]=2)[CH2:3][CH2:2]1.C(O)=[O:27], predict the reaction product. The product is: [CH:1]1([CH2:4][N:5]2[C:9]3[CH:10]=[CH:11][C:12]([CH:14]=[O:27])=[CH:13][C:8]=3[N:7]=[C:6]2[CH2:16][C:17]2[CH:22]=[CH:21][C:20]([O:23][CH2:24][CH3:25])=[CH:19][CH:18]=2)[CH2:3][CH2:2]1. (7) Given the reactants O[C:2]1[C:3](C)=[C:4]([CH:8]=[CH:9][CH:10]=1)[C:5](O)=[O:6].C(Cl)CCl.C(OCC)(=O)C.C[N:23](C)C=O, predict the reaction product. The product is: [C:5]([NH2:23])(=[O:6])[C:4]1[CH:8]=[CH:9][CH:10]=[CH:2][CH:3]=1. (8) The product is: [CH3:23][CH:16]1[N:4]2[C:5]3[C:14]4[C:9](=[CH:10][CH:11]=[CH:12][CH:13]=4)[N:8]=[CH:7][C:6]=3[N:15]=[C:3]2[CH2:2][NH:24][C:18](=[O:20])[CH2:17]1. Given the reactants Cl[CH2:2][C:3]1[N:4]([CH:16]([CH3:23])[CH2:17][C:18]([O:20]CC)=O)[C:5]2[C:14]3[CH:13]=[CH:12][CH:11]=[CH:10][C:9]=3[N:8]=[CH:7][C:6]=2[N:15]=1.[NH3:24], predict the reaction product. (9) Given the reactants [NH2:1][C:2]1[C:7]([C:8]2[CH:20]=[CH:19][C:11]([C:12]([O:14][C:15]([CH3:18])([CH3:17])[CH3:16])=[O:13])=[C:10]([F:21])[CH:9]=2)=[CH:6][CH:5]=[CH:4][N:3]=1.C1C(=O)N([Br:29])C(=O)C1.C([O-])(O)=O.[Na+].[O-]S([O-])(=S)=O.[Na+].[Na+], predict the reaction product. The product is: [NH2:1][C:2]1[C:7]([C:8]2[CH:20]=[CH:19][C:11]([C:12]([O:14][C:15]([CH3:17])([CH3:18])[CH3:16])=[O:13])=[C:10]([F:21])[CH:9]=2)=[CH:6][C:5]([Br:29])=[CH:4][N:3]=1.